From a dataset of Reaction yield outcomes from USPTO patents with 853,638 reactions. Predict the reaction yield, written as a fraction of the theoretical maximum amount of product (1.0 means a 100% yield; for example, 0.34 means a 34% yield). (1) The reactants are [CH3:1][N:2]([CH3:11])[NH:3][C:4]([C@H:6]1[CH2:10][CH2:9][CH2:8][NH:7]1)=[O:5].CCN(C(C)C)C(C)C.C1C=CC2N(O)N=NC=2C=1.[OH:31][C@H:32]([CH2:53][NH:54][CH2:55][C:56]1[CH:57]=[N:58][CH:59]=[C:60]([CH:62]([CH3:64])[CH3:63])[CH:61]=1)[C@@H:33]([NH:41][C:42]([C:44]1[CH:45]=[C:46]([CH:50]=[CH:51][CH:52]=1)[C:47](O)=[O:48])=[O:43])[CH2:34][C:35]1[CH:40]=[CH:39][CH:38]=[CH:37][CH:36]=1.CCN=C=NCCCN(C)C.Cl.O1C2C=CC=CC=2C=C1CNC(=O)OC(C)(C)C. The catalyst is C(Cl)Cl.O.CN(C=O)C. The product is [CH3:1][N:2]([CH3:11])[NH:3][C:4]([C@H:6]1[CH2:10][CH2:9][CH2:8][N:7]1[C:47]([C:46]1[CH:45]=[C:44]([CH:52]=[CH:51][CH:50]=1)[C:42]([NH:41][C@H:33]([C@H:32]([OH:31])[CH2:53][NH:54][CH2:55][C:56]1[CH:57]=[N:58][CH:59]=[C:60]([CH:62]([CH3:64])[CH3:63])[CH:61]=1)[CH2:34][C:35]1[CH:36]=[CH:37][CH:38]=[CH:39][CH:40]=1)=[O:43])=[O:48])=[O:5]. The yield is 0.0490. (2) The reactants are [F:1][C:2]1[CH:3]=[CH:4][C:5]([C:32]([F:35])([F:34])[F:33])=[C:6]([CH:31]=1)[C:7]([N:9]1[CH2:14][CH2:13][N:12]([C:15](=[O:30])[CH2:16][NH:17][CH2:18][C:19]2[CH:24]=[CH:23][C:22]([C:25]3[CH:29]=[CH:28][S:27][CH:26]=3)=[CH:21][CH:20]=2)[CH2:11][CH2:10]1)=[O:8].[ClH:36]. No catalyst specified. The product is [ClH:36].[F:1][C:2]1[CH:3]=[CH:4][C:5]([C:32]([F:33])([F:35])[F:34])=[C:6]([CH:31]=1)[C:7]([N:9]1[CH2:14][CH2:13][N:12]([C:15](=[O:30])[CH2:16][NH:17][CH2:18][C:19]2[CH:20]=[CH:21][C:22]([C:25]3[CH:29]=[CH:28][S:27][CH:26]=3)=[CH:23][CH:24]=2)[CH2:11][CH2:10]1)=[O:8]. The yield is 0.672.